Dataset: Forward reaction prediction with 1.9M reactions from USPTO patents (1976-2016). Task: Predict the product of the given reaction. Given the reactants [Cl:1][C:2]1[CH:7]=[CH:6][CH:5]=[CH:4][C:3]=1[C:8]1[NH:9][C:10]([CH3:16])=[C:11]([C:13]([OH:15])=O)[N:12]=1.CN(C(ON1[N:33]=[N:32][C:27]2C=[CH:29][CH:30]=[CH:31][C:26]1=2)=[N+](C)C)C.[B-](F)(F)(F)F.NN1CCCCC1.O, predict the reaction product. The product is: [N:32]1([NH:33][C:13]([C:11]2[N:12]=[C:8]([C:3]3[CH:4]=[CH:5][CH:6]=[CH:7][C:2]=3[Cl:1])[NH:9][C:10]=2[CH3:16])=[O:15])[CH2:29][CH2:30][CH2:31][CH2:26][CH2:27]1.